From a dataset of Reaction yield outcomes from USPTO patents with 853,638 reactions. Predict the reaction yield, written as a fraction of the theoretical maximum amount of product (1.0 means a 100% yield; for example, 0.34 means a 34% yield). (1) The catalyst is O1CCCC1. The reactants are [CH:1](=[O:19])[CH2:2][CH2:3][CH2:4][CH2:5][CH2:6][CH2:7][CH2:8][CH2:9][CH2:10][CH2:11][CH2:12][CH2:13][CH2:14][CH2:15][CH2:16][CH2:17][CH3:18].[CH2:20]([Mg]Br)[CH2:21][CH2:22][CH2:23][CH2:24][CH2:25][CH2:26][CH2:27][CH2:28][CH3:29].C(OCC)C. The yield is 0.360. The product is [CH3:20][CH2:21][CH2:22][CH2:23][CH2:24][CH2:25][CH2:26][CH2:27][CH2:28][CH2:29][CH:1]([OH:19])[CH2:2][CH2:3][CH2:4][CH2:5][CH2:6][CH2:7][CH2:8][CH2:9][CH2:10][CH2:11][CH2:12][CH2:13][CH2:14][CH2:15][CH2:16][CH2:17][CH3:18]. (2) The reactants are [Cl:1][C:2]1[CH:7]=[C:6]([C:8]([CH2:17][N+:18]([O-])=O)([CH2:13][N+:14]([O-])=O)[C:9]([F:12])([F:11])[F:10])[CH:5]=[C:4]([Cl:21])[CH:3]=1.CC(O)=O.C([O-])(O)=O.[Na+].C(OCC)(=O)C. The catalyst is CO.[Zn]. The product is [Cl:1][C:2]1[CH:7]=[C:6]([C:8]2([C:9]([F:12])([F:11])[F:10])[CH2:17][NH:18][N:14]=[CH:13]2)[CH:5]=[C:4]([Cl:21])[CH:3]=1. The yield is 0.100. (3) The reactants are [CH2:1]([O:8][C@H:9]1[C:13]([CH2:16][OH:17])([CH2:14][OH:15])[O:12][C@@H:11]([N:18]2[CH:26]=[C:24]([CH3:25])[C:22](=[O:23])[NH:21][C:19]2=[O:20])[C@@H:10]1[OH:27])[C:2]1[CH:7]=[CH:6][CH:5]=[CH:4][CH:3]=1.N1C=CC=CC=1.[CH3:34][S:35](Cl)(=[O:37])=[O:36]. The catalyst is O1CCCC1. The product is [CH2:1]([O:8][C@H:9]1[C:13]([CH2:14][O:15][S:35]([CH3:34])(=[O:37])=[O:36])([CH2:16][O:17][S:35]([CH3:34])(=[O:37])=[O:36])[O:12][C@@H:11]([N:18]2[CH:26]=[C:24]([CH3:25])[C:22](=[O:23])[NH:21][C:19]2=[O:20])[C@@H:10]1[O:27][S:35]([CH3:34])(=[O:37])=[O:36])[C:2]1[CH:3]=[CH:4][CH:5]=[CH:6][CH:7]=1. The yield is 0.510. (4) The catalyst is C(COC)OC.O.C1C=CC([P]([Pd]([P](C2C=CC=CC=2)(C2C=CC=CC=2)C2C=CC=CC=2)([P](C2C=CC=CC=2)(C2C=CC=CC=2)C2C=CC=CC=2)[P](C2C=CC=CC=2)(C2C=CC=CC=2)C2C=CC=CC=2)(C2C=CC=CC=2)C2C=CC=CC=2)=CC=1. The yield is 0.290. The product is [Cl:15][C:16]1[CH:21]=[C:20]([C:2]2[CH:3]=[C:4]3[C:8](=[CH:9][CH:10]=2)[NH:7][C:6](=[O:11])[C:5]3([O:13][CH3:14])[CH3:12])[CH:19]=[CH:18][CH:17]=1. The reactants are Br[C:2]1[CH:3]=[C:4]2[C:8](=[CH:9][CH:10]=1)[NH:7][C:6](=[O:11])[C:5]2([O:13][CH3:14])[CH3:12].[Cl:15][C:16]1[CH:17]=[C:18](B(O)O)[CH:19]=[CH:20][CH:21]=1.C(=O)([O-])[O-].[Na+].[Na+]. (5) The reactants are [CH2:1]([O:8][N:9]1[C:15](=[O:16])[N:14]2[CH2:17][C@H:10]1[CH2:11][CH2:12][C@H:13]2[C:18]([OH:20])=O)[C:2]1[CH:7]=[CH:6][CH:5]=[CH:4][CH:3]=1.[NH2:21][O:22][CH:23]1[CH2:28][N:27]([C:29]([O:31][C:32]([CH3:35])([CH3:34])[CH3:33])=[O:30])[CH2:26][C:25]2[N:36]([CH3:39])[N:37]=[CH:38][C:24]1=2.ON1C2C=CC=CC=2N=N1.Cl.C(N=C=NCCCN(C)C)C. The catalyst is C(Cl)Cl. The product is [CH2:1]([O:8][N:9]1[C:15](=[O:16])[N:14]2[CH2:17][C@H:10]1[CH2:11][CH2:12][C@H:13]2[C:18]([NH:21][O:22][CH:23]1[CH2:28][N:27]([C:29]([O:31][C:32]([CH3:33])([CH3:34])[CH3:35])=[O:30])[CH2:26][C:25]2[N:36]([CH3:39])[N:37]=[CH:38][C:24]1=2)=[O:20])[C:2]1[CH:3]=[CH:4][CH:5]=[CH:6][CH:7]=1. The yield is 0.890.